This data is from Reaction yield outcomes from USPTO patents with 853,638 reactions. The task is: Predict the reaction yield, written as a fraction of the theoretical maximum amount of product (1.0 means a 100% yield; for example, 0.34 means a 34% yield). The reactants are [NH2:1][CH:2]([C:4]([OH:6])=[O:5])[CH3:3].C(O[CH2:10][CH2:11][CH2:12][CH3:13])=O.N[C@H]([C:17](O)=[O:18])C. No catalyst specified. The product is [CH2:10]([O:5][C:4](=[O:6])[CH:2]([CH3:3])[NH:1][CH:17]=[O:18])[CH2:11][CH2:12][CH3:13]. The yield is 0.904.